This data is from Full USPTO retrosynthesis dataset with 1.9M reactions from patents (1976-2016). The task is: Predict the reactants needed to synthesize the given product. Given the product [CH2:29]([O:28][C:7]1[C:8]2[C:9](=[O:27])[N:10]([C:14]3[CH:19]=[CH:18][C:17]([CH2:20][C:21]([O:23][CH2:24][CH3:25])=[O:22])=[CH:16][C:15]=3[F:26])[CH:11]([OH:13])[C:12]=2[C:4]([O:3][CH2:1][CH3:2])=[C:5]2[CH:34]=[CH:33][CH:32]=[CH:31][C:6]=12)[CH3:30], predict the reactants needed to synthesize it. The reactants are: [CH2:1]([O:3][C:4]1[C:12]2[C:11](=[O:13])[N:10]([C:14]3[CH:19]=[CH:18][C:17]([CH2:20][C:21]([O:23][CH2:24][CH3:25])=[O:22])=[CH:16][C:15]=3[F:26])[C:9](=[O:27])[C:8]=2[C:7]([O:28][CH2:29][CH3:30])=[C:6]2[CH:31]=[CH:32][CH:33]=[CH:34][C:5]=12)[CH3:2].O1CCCC1.[BH4-].[Na+].